Predict the product of the given reaction. From a dataset of Forward reaction prediction with 1.9M reactions from USPTO patents (1976-2016). Given the reactants C([O:3][C:4](=[O:30])[C:5]1[CH:10]=[CH:9][C:8]([C:11]2[N:12]([CH3:28])[O:13][C:14]([C:20]3[CH:25]=[C:24]([Cl:26])[CH:23]=[C:22]([Cl:27])[CH:21]=3)([C:16]([F:19])([F:18])[F:17])[CH:15]=2)=[CH:7][C:6]=1[CH3:29])C.C1COCC1.O.[OH-].[K+], predict the reaction product. The product is: [Cl:27][C:22]1[CH:21]=[C:20]([C:14]2([C:16]([F:18])([F:17])[F:19])[O:13][N:12]([CH3:28])[C:11]([C:8]3[CH:9]=[CH:10][C:5]([C:4]([OH:30])=[O:3])=[C:6]([CH3:29])[CH:7]=3)=[CH:15]2)[CH:25]=[C:24]([Cl:26])[CH:23]=1.